This data is from Full USPTO retrosynthesis dataset with 1.9M reactions from patents (1976-2016). The task is: Predict the reactants needed to synthesize the given product. (1) Given the product [F:33][C:2]([F:1])([F:32])[C:3]1[CH:31]=[CH:30][CH:29]=[CH:28][C:4]=1[O:5][CH:6]1[CH2:11][CH2:10][N:9]([C:12]2[S:16][C:15]([C:17]3[N:18]=[N:19][N:20]([CH2:22][C:23]([OH:25])=[O:24])[N:21]=3)=[N:14][N:13]=2)[CH2:8][CH2:7]1, predict the reactants needed to synthesize it. The reactants are: [F:1][C:2]([F:33])([F:32])[C:3]1[CH:31]=[CH:30][CH:29]=[CH:28][C:4]=1[O:5][CH:6]1[CH2:11][CH2:10][N:9]([C:12]2[S:16][C:15]([C:17]3[N:18]=[N:19][N:20]([CH2:22][C:23]([O:25]CC)=[O:24])[N:21]=3)=[N:14][N:13]=2)[CH2:8][CH2:7]1.[OH-].[Na+].Cl. (2) Given the product [CH3:28][N:2]([CH3:1])[C@@H:3]1[CH2:7][CH2:6][N:5]([C:8]2[CH:17]=[C:16]3[C:11]([C:12](=[O:26])[N:13]([CH2:18][O:19][C:20](=[O:25])[C:21]([CH3:23])([CH3:24])[CH3:22])[CH:14]=[N:15]3)=[C:10]([O:27][CH:30]3[CH2:35][CH2:34][N:33]([CH3:36])[CH2:32][CH2:31]3)[CH:9]=2)[CH2:4]1, predict the reactants needed to synthesize it. The reactants are: [CH3:1][N:2]([CH3:28])[C@@H:3]1[CH2:7][CH2:6][N:5]([C:8]2[CH:17]=[C:16]3[C:11]([C:12](=[O:26])[N:13]([CH2:18][O:19][C:20](=[O:25])[C:21]([CH3:24])([CH3:23])[CH3:22])[CH:14]=[N:15]3)=[C:10]([OH:27])[CH:9]=2)[CH2:4]1.O[CH:30]1[CH2:35][CH2:34][N:33]([CH3:36])[CH2:32][CH2:31]1.C1(P(C2C=CC=CC=2)C2C=CC=CC=2)C=CC=CC=1.N(C(OC(C)(C)C)=O)=NC(OC(C)(C)C)=O.